From a dataset of Peptide-MHC class I binding affinity with 185,985 pairs from IEDB/IMGT. Regression. Given a peptide amino acid sequence and an MHC pseudo amino acid sequence, predict their binding affinity value. This is MHC class I binding data. (1) The MHC is HLA-A31:01 with pseudo-sequence HLA-A31:01. The peptide sequence is MTLVPVLEK. The binding affinity (normalized) is 0.577. (2) The peptide sequence is LEYGANYFL. The MHC is HLA-E01:01 with pseudo-sequence HLA-E01:03. The binding affinity (normalized) is 0.0847.